The task is: Predict the reaction yield, written as a fraction of the theoretical maximum amount of product (1.0 means a 100% yield; for example, 0.34 means a 34% yield).. This data is from Reaction yield outcomes from USPTO patents with 853,638 reactions. (1) The reactants are F[C:2](F)(F)[C:3]([OH:5])=O.[NH2:8][CH2:9][C:10]1[N:15]=[C:14]([C:16]2[S:17][C:18]3[CH:26]=[CH:25][CH:24]=[CH:23][C:19]=3[C:20](=[O:22])[N:21]=2)[CH:13]=[CH:12][CH:11]=1.C(Cl)(=O)C.C(OCC)(=O)C.O1CCCC1. The catalyst is CN(C)C(=O)C.O. The product is [O:22]=[C:20]1[C:19]2[CH:23]=[CH:24][CH:25]=[CH:26][C:18]=2[S:17][C:16]([C:14]2[N:15]=[C:10]([CH2:9][NH:8][C:3](=[O:5])[CH3:2])[CH:11]=[CH:12][CH:13]=2)=[N:21]1. The yield is 0.280. (2) The reactants are [Br:1][C:2]1[C:7]([NH:8][S:9]([C:12]2[CH:17]=[CH:16][C:15]([Cl:18])=[C:14]([C:19]([F:22])([F:21])[F:20])[CH:13]=2)(=[O:11])=[O:10])=[CH:6][C:5]([CH3:23])=[CH:4][N:3]=1.[CH3:24][O:25][CH2:26]Cl.C([O-])([O-])=O.[K+].[K+]. The catalyst is C1COCC1. The product is [Br:1][C:2]1[C:7]([N:8]([CH2:24][O:25][CH3:26])[S:9]([C:12]2[CH:17]=[CH:16][C:15]([Cl:18])=[C:14]([C:19]([F:22])([F:21])[F:20])[CH:13]=2)(=[O:10])=[O:11])=[CH:6][C:5]([CH3:23])=[CH:4][N:3]=1. The yield is 0.840.